Dataset: Reaction yield outcomes from USPTO patents with 853,638 reactions. Task: Predict the reaction yield, written as a fraction of the theoretical maximum amount of product (1.0 means a 100% yield; for example, 0.34 means a 34% yield). (1) The reactants are [CH3:1][C@H:2]1[CH2:7][NH:6][C@H:5]([CH3:8])[CH2:4][N:3]1[C@H:9]([C:24]1[CH:36]=[CH:35][C:27]([C:28]([N:30]([CH2:33][CH3:34])[CH2:31][CH3:32])=[O:29])=[CH:26][CH:25]=1)[C:10]1[CH:15]=[CH:14][CH:13]=[C:12]([O:16]S(C(F)(F)F)(=O)=O)[CH:11]=1.[I-].[Na+].C(N(CC)CC)C.[F:46][C:47]1[CH:54]=[CH:53][C:50]([CH2:51]Br)=[CH:49][CH:48]=1.[OH-].[Na+]. The catalyst is C(#N)C. The product is [CH3:1][C@H:2]1[CH2:7][N:6]([CH2:51][C:50]2[CH:53]=[CH:54][C:47]([F:46])=[CH:48][CH:49]=2)[C@H:5]([CH3:8])[CH2:4][N:3]1[C@H:9]([C:24]1[CH:25]=[CH:26][C:27]([C:28]([N:30]([CH2:31][CH3:32])[CH2:33][CH3:34])=[O:29])=[CH:35][CH:36]=1)[C:10]1[CH:15]=[CH:14][CH:13]=[C:12]([OH:16])[CH:11]=1. The yield is 0.840. (2) The yield is 0.640. The product is [N+:13]([C:16]1[CH:17]=[C:18]([CH:22]=[C:23]([N+:25]([O-:27])=[O:26])[CH:24]=1)[C:19]([O:12][CH2:11][C@H:9]1[CH2:8][O:10]1)=[O:20])([O-:15])=[O:14]. The reactants are C(N(CC)CC)C.[CH2:8]1[O:10][C@H:9]1[CH2:11][OH:12].[N+:13]([C:16]1[CH:17]=[C:18]([CH:22]=[C:23]([N+:25]([O-:27])=[O:26])[CH:24]=1)[C:19](Cl)=[O:20])([O-:15])=[O:14]. The catalyst is CN(C)C1C=CN=CC=1.C(Cl)Cl. (3) The reactants are Br[C:2]1[CH:9]=[C:8]([F:10])[CH:7]=[CH:6][C:3]=1[C:4]#[N:5].[Br:11][C:12]1[CH:13]=[C:14]([CH:18]=[CH:19][CH:20]=1)[C:15](Cl)=[O:16]. The catalyst is O1CCCC1.[Zn]. The product is [Br:11][C:12]1[CH:13]=[C:14]([CH:18]=[CH:19][CH:20]=1)[C:15]([C:2]1[CH:9]=[C:8]([F:10])[CH:7]=[CH:6][C:3]=1[C:4]#[N:5])=[O:16]. The yield is 0.730.